Dataset: Catalyst prediction with 721,799 reactions and 888 catalyst types from USPTO. Task: Predict which catalyst facilitates the given reaction. (1) Reactant: [N+:1]([O-:4])(O)=[O:2].[CH3:5][O:6][C:7]1[CH:12]=[CH:11][CH:10]=[CH:9][C:8]=1[OH:13]. Product: [CH3:5][O:6][C:7]1[C:12]([N+:1]([O-:4])=[O:2])=[CH:11][CH:10]=[CH:9][C:8]=1[OH:13]. The catalyst class is: 2. (2) Reactant: C([O:3][C:4](=O)[C:5]([NH:19][CH:20]=[O:21])=[C:6]([C:11]1[CH:16]=[C:15]([F:17])[CH:14]=[C:13]([F:18])[CH:12]=1)[C:7]([F:10])([F:9])[F:8])C.[BH4-].[Na+].[BH4-].[Li+]. Product: [F:17][C:15]1[CH:16]=[C:11]([CH:6]([C:7]([F:10])([F:8])[F:9])[CH:5]([NH:19][CH:20]=[O:21])[CH2:4][OH:3])[CH:12]=[C:13]([F:18])[CH:14]=1. The catalyst class is: 5. (3) Reactant: [NH2:1][C:2]1[N:7]2[N:8]=[C:9]([C:11]3[O:12][CH:13]=[CH:14][CH:15]=3)[N:10]=[C:6]2[CH:5]=[C:4]([C:16]2[CH2:17][CH2:18][NH:19][CH2:20][CH:21]=2)[N:3]=1.[O:22]([CH2:24][CH2:25]Br)[CH3:23].C(N(CC)CC)C. Product: [NH2:1][C:2]1[N:7]2[N:8]=[C:9]([C:11]3[O:12][CH:13]=[CH:14][CH:15]=3)[N:10]=[C:6]2[CH:5]=[C:4]([C:16]2[CH2:17][CH2:18][N:19]([CH2:25][CH2:24][O:22][CH3:23])[CH2:20][CH:21]=2)[N:3]=1. The catalyst class is: 3. (4) Reactant: [N:1]([C:10]1[CH:16]=[CH:15][C:13]([NH2:14])=[CH:12][CH:11]=1)=[N:2][C:3]1[CH:9]=[CH:8][C:6]([NH2:7])=[CH:5][CH:4]=1.[C:17](Cl)(=[O:19])[CH3:18].C(OCC)(=O)C. Product: [C:17]([NH:14][C:13]1[CH:15]=[CH:16][C:10]([N:1]=[N:2][C:3]2[CH:4]=[CH:5][C:6]([NH2:7])=[CH:8][CH:9]=2)=[CH:11][CH:12]=1)(=[O:19])[CH3:18]. The catalyst class is: 4. (5) Reactant: [Br:1][C:2]1[CH:3]=[C:4]([CH2:7][OH:8])[S:5][CH:6]=1.[Si:9](Cl)([C:12]([CH3:15])([CH3:14])[CH3:13])([CH3:11])[CH3:10].N1C=CN=C1. Product: [Br:1][C:2]1[CH:3]=[C:4]([CH2:7][O:8][Si:9]([C:12]([CH3:15])([CH3:14])[CH3:13])([CH3:11])[CH3:10])[S:5][CH:6]=1. The catalyst class is: 2. (6) Reactant: [Cl-].[Li+].[CH3:3][O:4][C:5]([CH2:7]P(OC)(OC)=O)=[O:6].C1CCN2C(=NCCC2)CC1.[Cl:25][C:26]1[C:35]([CH:36]=O)=[CH:34][C:33]2[C:28](=[CH:29][CH:30]=[CH:31][CH:32]=2)[N:27]=1.[K+].[Br-]. Product: [CH3:3][O:4][C:5](=[O:6])[CH:7]=[CH:36][C:35]1[C:26]([Cl:25])=[N:27][C:28]2[C:33]([CH:34]=1)=[CH:32][CH:31]=[CH:30][CH:29]=2. The catalyst class is: 23. (7) Reactant: [O:1]=[C:2]1[N:7]2[N:8]=[CH:9][C:10]([C:11]#[N:12])=[C:6]2[NH:5][C:4]([C:13]2[CH:18]=[CH:17][CH:16]=[CH:15][CH:14]=2)=[CH:3]1.C1C(=O)N([Br:26])C(=O)C1. Product: [Br:26][C:3]1[C:2](=[O:1])[N:7]2[N:8]=[CH:9][C:10]([C:11]#[N:12])=[C:6]2[NH:5][C:4]=1[C:13]1[CH:18]=[CH:17][CH:16]=[CH:15][CH:14]=1. The catalyst class is: 18. (8) Reactant: [F:1][C:2]([F:11])([F:10])[C:3]([NH:5][CH2:6][CH2:7][NH:8][CH3:9])=[O:4].[C:20](O[C:20]([O:22][C:23]([CH3:26])([CH3:25])[CH3:24])=[O:21])([O:22][C:23]([CH3:26])([CH3:25])[CH3:24])=[O:21].C(N(CC)CC)C. Product: [C:23]([O:22][C:20](=[O:21])[N:8]([CH3:9])[CH2:7][CH2:6][NH:5][C:3](=[O:4])[C:2]([F:10])([F:11])[F:1])([CH3:24])([CH3:25])[CH3:26]. The catalyst class is: 1.